Dataset: Full USPTO retrosynthesis dataset with 1.9M reactions from patents (1976-2016). Task: Predict the reactants needed to synthesize the given product. (1) Given the product [CH2:23]([O:22][C:15]1[CH:14]=[C:13]([C:11]2[O:10][N:9]=[C:8]([C:5]3[CH:6]=[CH:7][C:2]([C:45]4[CH2:50][CH2:49][NH:48][CH2:47][CH:46]=4)=[CH:3][CH:4]=3)[N:12]=2)[CH:18]=[CH:17][C:16]=1[O:19][CH2:20][CH3:21])[CH3:24], predict the reactants needed to synthesize it. The reactants are: Br[C:2]1[CH:7]=[CH:6][C:5]([C:8]2[N:12]=[C:11]([C:13]3[CH:18]=[CH:17][C:16]([O:19][CH2:20][CH3:21])=[C:15]([O:22][CH2:23][CH3:24])[CH:14]=3)[O:10][N:9]=2)=[CH:4][CH:3]=1.FC(F)(F)C1C=CC=CC=1Br.B1([C:45]2[CH2:50][CH2:49][N:48](C(OC(C)(C)C)=O)[CH2:47][CH:46]=2)OC(C)(C)C(C)(C)O1.B(O)O. (2) The reactants are: [F:1][C:2]1[CH:7]=[CH:6][C:5]([C:8]2[N:12]([CH2:13][CH2:14][CH2:15][CH2:16][OH:17])[N:11]=[C:10]([CH3:18])[C:9]=2[C:19]2[CH:20]=[CH:21][C:22]3[O:27][CH2:26][C:25](=[O:28])[NH:24][C:23]=3[CH:29]=2)=[CH:4][CH:3]=1.Br[Mg][CH3:32]. Given the product [F:1][C:2]1[CH:3]=[CH:4][C:5]([C:8]2[N:12]([CH2:13][CH2:14][CH2:15][CH:16]([OH:17])[CH3:32])[N:11]=[C:10]([CH3:18])[C:9]=2[C:19]2[CH:20]=[CH:21][C:22]3[O:27][CH2:26][C:25](=[O:28])[NH:24][C:23]=3[CH:29]=2)=[CH:6][CH:7]=1, predict the reactants needed to synthesize it. (3) The reactants are: [S:1]1[CH:5]=[CH:4][CH:3]=[C:2]1[SH:6].[OH-].[K+].Br[C:10]([CH3:24])([CH3:23])[C:11]([NH:13][C:14]1[CH:18]=[C:17]([C:19]([CH3:22])([CH3:21])[CH3:20])[O:16][N:15]=1)=[O:12]. Given the product [C:19]([C:17]1[O:16][N:15]=[C:14]([NH:13][C:11](=[O:12])[C:10]([CH3:23])([S:6][C:2]2[S:1][CH:5]=[CH:4][CH:3]=2)[CH3:24])[CH:18]=1)([CH3:22])([CH3:21])[CH3:20], predict the reactants needed to synthesize it. (4) Given the product [C:1]([O:4][C:5]1[C:13]2[O:12][C:11]([CH3:15])([CH3:14])[CH2:10][C:9]=2[CH:8]=[C:7]([Cl:16])[CH:6]=1)(=[O:3])[CH3:2], predict the reactants needed to synthesize it. The reactants are: [C:1]([O:4][C:5]1[C:13]2[O:12][C:11]([CH3:15])([CH3:14])[CH2:10][C:9]=2[CH:8]=[CH:7][CH:6]=1)(=[O:3])[CH3:2].[Cl:16]N1C(=O)CCC1=O. (5) Given the product [C:10]([O:1][C:45]([C@H:6]([CH2:7][S:8][CH2:9][C:10]1[CH:15]=[CH:14][C:13]([C:16]2[CH:21]=[CH:20][C:19]([C:22]3[C:27]4[O:28][C:29]5[CH:34]=[CH:33][CH:32]=[CH:31][C:30]=5[C:26]=4[CH:25]=[CH:24][CH:23]=3)=[CH:18][CH:17]=2)=[CH:12][CH:11]=1)[C:5]([OH:4])=[O:43])=[O:46])([CH3:15])([CH3:11])[CH3:9], predict the reactants needed to synthesize it. The reactants are: [OH-:1].[Na+].C[O:4][C:5](=[O:43])[CH:6](NC(OC(C)(C)C)=O)[CH2:7][S:8][CH2:9][C:10]1[CH:15]=[CH:14][C:13]([C:16]2[CH:21]=[CH:20][C:19]([C:22]3[C:27]4[O:28][C:29]5[CH:34]=[CH:33][CH:32]=[CH:31][C:30]=5[C:26]=4[CH:25]=[CH:24][CH:23]=3)=[CH:18][CH:17]=2)=[CH:12][CH:11]=1.Cl.[CH3:45][OH:46]. (6) Given the product [Br:21][C:9]1[CH:8]=[CH:7][C:5]([NH2:6])=[CH:4][C:3]=1[S:2]([F:10])([F:11])([F:12])([F:13])[F:1], predict the reactants needed to synthesize it. The reactants are: [F:1][S:2]([F:13])([F:12])([F:11])([F:10])[C:3]1[CH:4]=[C:5]([CH:7]=[CH:8][CH:9]=1)[NH2:6].C1C(=O)N([Br:21])C(=O)C1.O. (7) Given the product [OH:2][C:3]1[CH:4]=[CH:5][C:6]2[C:7]3[N:8]([CH2:22][CH2:23][N:24]=3)[C:9]([NH:13][C:14](=[O:21])[C:15]3[CH:20]=[CH:19][CH:18]=[N:17][CH:16]=3)=[N:10][C:11]=2[CH:12]=1, predict the reactants needed to synthesize it. The reactants are: C[O:2][C:3]1[CH:4]=[CH:5][C:6]2[C:7]3[N:8]([CH2:22][CH2:23][N:24]=3)[C:9]([NH:13][C:14](=[O:21])[C:15]3[CH:20]=[CH:19][CH:18]=[N:17][CH:16]=3)=[N:10][C:11]=2[CH:12]=1.[S-2].[Na+].[Na+]. (8) Given the product [CH:26]1([C:29]([NH:31][NH:32][C:22]([C:21]2[CH:20]=[N:19][N:16]3[CH:17]=[CH:18][C:13]([N:9]4[CH2:10][CH2:11][CH2:12][CH:8]4[C:4]4[CH:5]=[N:6][CH:7]=[C:2]([F:1])[CH:3]=4)=[N:14][C:15]=23)=[O:24])=[O:30])[CH2:28][CH2:27]1, predict the reactants needed to synthesize it. The reactants are: [F:1][C:2]1[CH:3]=[C:4]([CH:8]2[CH2:12][CH2:11][CH2:10][N:9]2[C:13]2[CH:18]=[CH:17][N:16]3[N:19]=[CH:20][C:21]([C:22]([OH:24])=O)=[C:15]3[N:14]=2)[CH:5]=[N:6][CH:7]=1.Cl.[CH:26]1([C:29]([NH:31][NH2:32])=[O:30])[CH2:28][CH2:27]1.CCN(C(C)C)C(C)C.CN(C(ON1N=NC2C=CC=NC1=2)=[N+](C)C)C.F[P-](F)(F)(F)(F)F. (9) Given the product [F:19][C:20]1[CH:28]=[CH:27][C:23]([C:24]([NH:1][C:2]2[S:3][CH:4]=[C:5]([C:12]3[CH:13]=[CH:14][C:15]([Cl:18])=[CH:16][CH:17]=3)[C:6]=2[C:7]([O:9][CH2:10][CH3:11])=[O:8])=[O:25])=[CH:22][CH:21]=1, predict the reactants needed to synthesize it. The reactants are: [NH2:1][C:2]1[S:3][CH:4]=[C:5]([C:12]2[CH:17]=[CH:16][C:15]([Cl:18])=[CH:14][CH:13]=2)[C:6]=1[C:7]([O:9][CH2:10][CH3:11])=[O:8].[F:19][C:20]1[CH:28]=[CH:27][C:23]([C:24](Cl)=[O:25])=[CH:22][CH:21]=1. (10) Given the product [C:1]([N:9]1[CH2:14][CH2:13][N:12]([C:15]([O:16][N:17]2[C:21](=[O:22])[CH2:20][CH2:19][C:18]2=[O:23])=[O:24])[CH2:11][CH2:10]1)(=[O:8])[C:2]1[CH:7]=[CH:6][CH:5]=[CH:4][CH:3]=1, predict the reactants needed to synthesize it. The reactants are: [C:1]([N:9]1[CH2:14][CH2:13][NH:12][CH2:11][CH2:10]1)(=[O:8])[C:2]1[CH:7]=[CH:6][CH:5]=[CH:4][CH:3]=1.[C:15](=O)([O:24]N1C(=O)CCC1=O)[O:16][N:17]1[C:21](=[O:22])[CH2:20][CH2:19][C:18]1=[O:23].